This data is from Forward reaction prediction with 1.9M reactions from USPTO patents (1976-2016). The task is: Predict the product of the given reaction. (1) Given the reactants [Br:1][C:2]1[CH:11]=[CH:10][C:5]([C:6]([O:8][CH3:9])=[O:7])=[CH:4][C:3]=1[OH:12].I[CH2:14][CH2:15][NH:16][S:17]([CH3:20])(=[O:19])=[O:18].[H-].[Na+], predict the reaction product. The product is: [Br:1][C:2]1[CH:11]=[CH:10][C:5]([C:6]([O:8][CH3:9])=[O:7])=[CH:4][C:3]=1[O:12][CH2:14][CH2:15][NH:16][S:17]([CH3:20])(=[O:19])=[O:18]. (2) Given the reactants [Br:1][C:2]1[CH:18]=[N:17][CH:16]=[C:15](F)[C:3]=1[C:4]([NH:6][C:7](=[NH:14])[N:8]1[CH2:13][CH2:12][O:11][CH2:10][CH2:9]1)=[O:5].C(=O)([O-])[O-].[K+].[K+].O.C(O)(=O)C, predict the reaction product. The product is: [Br:1][C:2]1[C:3]2[C:4](=[O:5])[NH:6][C:7]([N:8]3[CH2:13][CH2:12][O:11][CH2:10][CH2:9]3)=[N:14][C:15]=2[CH:16]=[N:17][CH:18]=1. (3) The product is: [OH:1][C:2]1[CH:3]=[C:4]2[C:9](=[CH:10][CH:11]=1)[N:8]([C:12](=[O:18])[CH2:13][CH2:14][C:15]([OH:17])=[O:16])[CH2:7][CH2:6][CH2:5]2. Given the reactants [OH:1][C:2]1[CH:3]=[C:4]2[C:9](=[CH:10][CH:11]=1)[NH:8][CH2:7][CH2:6][CH2:5]2.[C:12]1(=[O:18])[O:17][C:15](=[O:16])[CH2:14][CH2:13]1, predict the reaction product.